From a dataset of Retrosynthesis with 50K atom-mapped reactions and 10 reaction types from USPTO. Predict the reactants needed to synthesize the given product. (1) The reactants are: CC(=O)Nc1cc[nH]n1.Fc1cccc(F)c1CBr. Given the product CC(=O)Nc1ccn(Cc2c(F)cccc2F)n1, predict the reactants needed to synthesize it. (2) Given the product CCNC1CCN(C(=O)OCc2ccccc2)CC1, predict the reactants needed to synthesize it. The reactants are: CCN.O=C1CCN(C(=O)OCc2ccccc2)CC1.